Binary Classification. Given a drug SMILES string, predict its activity (active/inactive) in a high-throughput screening assay against a specified biological target. From a dataset of M1 muscarinic receptor antagonist screen with 61,756 compounds. (1) The drug is Clc1cc(CNc2n(c(c3cc(OC)ccc3)cn2)C)c(O)cc1. The result is 1 (active). (2) The drug is O1CCN(CC1)CCNc1oc(nc1C#N)Cc1ccccc1. The result is 0 (inactive).